Dataset: Catalyst prediction with 721,799 reactions and 888 catalyst types from USPTO. Task: Predict which catalyst facilitates the given reaction. (1) Reactant: [F:1][C:2]1[CH:11]=[C:10]2[C:5]([CH:6]([C:14]([O:16][CH3:17])=[O:15])[CH2:7][C:8]([CH3:13])([CH3:12])[O:9]2)=[CH:4][CH:3]=1.[Br:18]N1C(=O)CCC1=O. Product: [Br:18][C:3]1[CH:4]=[C:5]2[C:10](=[CH:11][C:2]=1[F:1])[O:9][C:8]([CH3:13])([CH3:12])[CH2:7][CH:6]2[C:14]([O:16][CH3:17])=[O:15]. The catalyst class is: 39. (2) Reactant: [Cl:1][C:2]1[N:6]([C:7]2[CH:12]=[CH:11][CH:10]=[C:9]([Cl:13])[C:8]=2[F:14])[N:5]=[N:4][C:3]=1[C:15]([O:17]CC)=[O:16].Cl.N(OCCC(C)C)=O. Product: [Cl:1][C:2]1[N:6]([C:7]2[CH:12]=[CH:11][CH:10]=[C:9]([Cl:13])[C:8]=2[F:14])[N:5]=[N:4][C:3]=1[C:15]([OH:17])=[O:16]. The catalyst class is: 351. (3) Reactant: FC1C=C([C:8]2[C:17](N(C(C)C)C)=[N:16][C:15]3[C:10](=[CH:11][CH:12]=[C:13]([C:23]([O:25]C)=[O:24])[CH:14]=3)[N:9]=2)C=CC=1.CO.[OH-].[Na+]. Product: [N:9]1[C:10]2[C:15](=[CH:14][C:13]([C:23]([OH:25])=[O:24])=[CH:12][CH:11]=2)[N:16]=[CH:17][CH:8]=1. The catalyst class is: 6.